From a dataset of Peptide-MHC class I binding affinity with 185,985 pairs from IEDB/IMGT. Regression. Given a peptide amino acid sequence and an MHC pseudo amino acid sequence, predict their binding affinity value. This is MHC class I binding data. (1) The peptide sequence is ALEPGFKDY. The MHC is HLA-A69:01 with pseudo-sequence HLA-A69:01. The binding affinity (normalized) is 0.0847. (2) The peptide sequence is LPCRIKQII. The MHC is HLA-A01:01 with pseudo-sequence HLA-A01:01. The binding affinity (normalized) is 0. (3) The peptide sequence is KSYCQPLPE. The MHC is HLA-B15:17 with pseudo-sequence HLA-B15:17. The binding affinity (normalized) is 0.276. (4) The peptide sequence is KLLWFLTGT. The MHC is HLA-B53:01 with pseudo-sequence HLA-B53:01. The binding affinity (normalized) is 0.0982. (5) The peptide sequence is SLLSVLLSM. The MHC is HLA-A02:06 with pseudo-sequence HLA-A02:06. The binding affinity (normalized) is 0.902. (6) The peptide sequence is REAKATRPL. The binding affinity (normalized) is 0.145. The MHC is BoLA-T2b with pseudo-sequence BoLA-T2b.